The task is: Predict the product of the given reaction.. This data is from Forward reaction prediction with 1.9M reactions from USPTO patents (1976-2016). (1) Given the reactants [Si:1]([O:8][CH2:9][C:10]([CH3:14])([CH3:13])[CH2:11][OH:12])([C:4]([CH3:7])([CH3:6])[CH3:5])([CH3:3])[CH3:2].CC(OI1(OC(C)=O)(OC(C)=O)OC(=O)C2C=CC=CC1=2)=O, predict the reaction product. The product is: [Si:1]([O:8][CH2:9][C:10]([CH3:14])([CH3:13])[CH:11]=[O:12])([C:4]([CH3:7])([CH3:6])[CH3:5])([CH3:3])[CH3:2]. (2) Given the reactants O=[C:2]([C:32]1[CH:37]=[CH:36][CH:35]=[CH:34][CH:33]=1)[CH2:3][NH:4][C:5]([C:7]1[N:8]=[N:9][C:10]([N:13]2[CH2:18][CH2:17][N:16]([C:19](=[O:31])[C:20]3[CH:25]=[C:24]([F:26])[CH:23]=[CH:22][C:21]=3[C:27]([F:30])([F:29])[F:28])[CH2:15][CH2:14]2)=[CH:11][CH:12]=1)=[O:6], predict the reaction product. The product is: [F:26][C:24]1[CH:23]=[CH:22][C:21]([C:27]([F:29])([F:28])[F:30])=[C:20]([C:19]([N:16]2[CH2:17][CH2:18][N:13]([C:10]3[N:9]=[N:8][C:7]([C:5]4[O:6][C:2]([C:32]5[CH:33]=[CH:34][CH:35]=[CH:36][CH:37]=5)=[CH:3][N:4]=4)=[CH:12][CH:11]=3)[CH2:14][CH2:15]2)=[O:31])[CH:25]=1. (3) Given the reactants Br[C:2]1[CH:3]=[C:4]2[C:9](=[CH:10][CH:11]=1)[C:8](=[O:12])[NH:7][N:6]=[C:5]2[Cl:13].[N:14]1([CH2:20][CH2:21][O:22][C:23]2[CH:30]=[CH:29][CH:28]=[CH:27][C:24]=2[CH2:25][NH2:26])[CH2:19][CH2:18][O:17][CH2:16][CH2:15]1.C1C=CC(P(C2C(C3C(P(C4C=CC=CC=4)C4C=CC=CC=4)=CC=C4C=3C=CC=C4)=C3C(C=CC=C3)=CC=2)C2C=CC=CC=2)=CC=1.CC([O-])(C)C.[Na+], predict the reaction product. The product is: [Cl:13][C:5]1[C:4]2[C:9](=[CH:10][CH:11]=[C:2]([NH:26][CH2:25][C:24]3[CH:27]=[CH:28][CH:29]=[CH:30][C:23]=3[O:22][CH2:21][CH2:20][N:14]3[CH2:19][CH2:18][O:17][CH2:16][CH2:15]3)[CH:3]=2)[C:8](=[O:12])[NH:7][N:6]=1. (4) Given the reactants [Cl:1][C:2]1[N:10]=[C:9]2[C:5]([N:6]=[CH:7][N:8]2[CH:11]2[CH2:15][CH2:14][CH2:13][CH2:12]2)=[C:4](Cl)[N:3]=1.[F:17][C:18]1[CH:19]=[C:20]([CH:22]=[CH:23][CH:24]=1)[NH2:21], predict the reaction product. The product is: [Cl:1][C:2]1[N:10]=[C:9]2[C:5]([N:6]=[CH:7][N:8]2[CH:11]2[CH2:15][CH2:14][CH2:13][CH2:12]2)=[C:4]([NH:21][C:20]2[CH:22]=[CH:23][CH:24]=[C:18]([F:17])[CH:19]=2)[N:3]=1. (5) Given the reactants C(=O)([O-])[O-].[K+].[K+].[Br:7][C:8]1[CH:14]=[CH:13][C:11]([NH2:12])=[CH:10][CH:9]=1.Br[CH2:16][C:17]([O:19][CH3:20])=[O:18].C(OCC)(=O)C, predict the reaction product. The product is: [CH3:20][O:19][C:17](=[O:18])[CH2:16][NH:12][C:11]1[CH:13]=[CH:14][C:8]([Br:7])=[CH:9][CH:10]=1. (6) The product is: [CH3:49][O:48][C:33]1[C:32]([O:31][CH2:30][CH2:29][P:6]([CH2:8][CH2:9][O:10][C:11]2[C:12]([O:27][CH3:28])=[CH:13][C:14]3[C:20](=[O:21])[N:19]4[CH2:22][C:23](=[CH2:25])[CH2:24][C@H:18]4[CH2:17][NH:16][C:15]=3[CH:26]=2)([CH2:5][CH2:4][S:2]([CH3:1])=[S:3])=[O:7])=[CH:47][C:36]2[N:37]=[CH:38][C@@H:39]3[CH2:45][C:44](=[CH2:46])[CH2:43][N:40]3[C:41](=[O:42])[C:35]=2[CH:34]=1. Given the reactants [CH3:1][S:2]([CH2:4][CH2:5][P:6]([CH2:29][CH2:30][O:31][C:32]1[C:33]([O:48][CH3:49])=[CH:34][C:35]2[C:41](=[O:42])[N:40]3[CH2:43][C:44](=[CH2:46])[CH2:45][C@H:39]3[CH:38]=[N:37][C:36]=2[CH:47]=1)([CH2:8][CH2:9][O:10][C:11]1[C:12]([O:27][CH3:28])=[CH:13][C:14]2[C:20](=[O:21])[N:19]3[CH2:22][C:23](=[CH2:25])[CH2:24][C@H:18]3[CH:17]=[N:16][C:15]=2[CH:26]=1)=[O:7])=[S:3].[BH4-].[Na+].COCCOCCOC, predict the reaction product. (7) Given the reactants [CH3:1][C@H:2]1[CH2:7][N:6]([C:8]2[CH:13]=[CH:12][C:11]([N+:14]([O-])=O)=[CH:10][CH:9]=2)[CH2:5][CH2:4][N:3]1[CH:17]1[CH2:20][O:19][CH2:18]1.C([O-])=O.[NH4+], predict the reaction product. The product is: [CH3:1][C@@H:2]1[N:3]([CH:17]2[CH2:18][O:19][CH2:20]2)[CH2:4][CH2:5][N:6]([C:8]2[CH:13]=[CH:12][C:11]([NH2:14])=[CH:10][CH:9]=2)[CH2:7]1.